Dataset: Full USPTO retrosynthesis dataset with 1.9M reactions from patents (1976-2016). Task: Predict the reactants needed to synthesize the given product. Given the product [CH3:1][O:2][C:3]([C:4]1[CH:9]=[C:8]([Cl:10])[CH:7]=[C:6]2[C:5]=1[NH:15][C:12]([CH2:13][CH3:14])=[CH:11]2)=[O:16], predict the reactants needed to synthesize it. The reactants are: [CH3:1][O:2][C:3](=[O:16])[C:4]1[CH:9]=[C:8]([Cl:10])[CH:7]=[C:6]([C:11]#[C:12][CH2:13][CH3:14])[C:5]=1[NH2:15].